Predict which catalyst facilitates the given reaction. From a dataset of Catalyst prediction with 721,799 reactions and 888 catalyst types from USPTO. (1) Reactant: [Cl:1][C:2]1[CH:7]=[C:6]([F:8])[CH:5]=[CH:4][C:3]=1[N:9]1[CH2:14][CH2:13][NH:12][CH2:11][C:10]1=[O:15].Cl.CN(C)CCCN=C=NCC.[Cl:28][C:29]1[C:37]([C:38]([F:41])([F:40])[F:39])=[CH:36][CH:35]=[CH:34][C:30]=1[C:31](O)=[O:32].C(O)(=O)CC(CC(O)=O)(C(O)=O)O. Product: [Cl:1][C:2]1[CH:7]=[C:6]([F:8])[CH:5]=[CH:4][C:3]=1[N:9]1[CH2:14][CH2:13][N:12]([C:31]([C:30]2[CH:34]=[CH:35][CH:36]=[C:37]([C:38]([F:39])([F:40])[F:41])[C:29]=2[Cl:28])=[O:32])[CH2:11][C:10]1=[O:15]. The catalyst class is: 119. (2) Reactant: [Cl:1][C:2]1[CH:3]=[C:4]([C:8]2[CH:9]=[C:10]([NH2:13])[NH:11][N:12]=2)[CH:5]=[CH:6][CH:7]=1.[Br:14]N1C(=O)CCC1=O. Product: [Br:14][C:9]1[C:8]([C:4]2[CH:5]=[CH:6][CH:7]=[C:2]([Cl:1])[CH:3]=2)=[N:12][NH:11][C:10]=1[NH2:13]. The catalyst class is: 1. (3) Reactant: [Br:1][C:2]1[CH:11]=[C:10]2[C:5]([CH:6]=[CH:7][C:8]([O:12][CH:13]([CH2:18][CH3:19])[C:14]([O:16]C)=[O:15])=[CH:9]2)=[CH:4][CH:3]=1.[OH-].[Na+].Cl. Product: [Br:1][C:2]1[CH:11]=[C:10]2[C:5]([CH:6]=[CH:7][C:8]([O:12][CH:13]([CH2:18][CH3:19])[C:14]([OH:16])=[O:15])=[CH:9]2)=[CH:4][CH:3]=1. The catalyst class is: 7. (4) Reactant: [OH:1][C:2]1[C:15]2[C:14](=[O:16])[C:13]3[C:8](=[CH:9][CH:10]=[CH:11][CH:12]=3)[C:7](=[O:17])[C:6]=2[CH:5]=[CH:4][C:3]=1O.[C:19]([O-:22])([O-])=O.[K+].[K+].Br[CH2:26][CH2:27][CH2:28][CH2:29][CH2:30][CH2:31][CH2:32][CH2:33][CH2:34][CH2:35][CH2:36][CH2:37][CH2:38][CH2:39][CH2:40][CH2:41][CH2:42][CH3:43]. Product: [CH2:26]([O:1][C:2]1[C:15]2[C:14](=[O:16])[C:13]3[C:8](=[CH:9][CH:10]=[CH:11][CH:12]=3)[C:7](=[O:17])[C:6]=2[CH:5]=[CH:4][C:3]=1[O:22][CH2:19][CH2:42][CH2:41][CH2:40][CH2:39][CH2:38][CH2:37][CH2:36][CH2:35][CH2:34][CH2:33][CH2:32][CH2:31][CH2:30][CH2:29][CH2:28][CH2:27][CH3:26])[CH2:27][CH2:28][CH2:29][CH2:30][CH2:31][CH2:32][CH2:33][CH2:34][CH2:35][CH2:36][CH2:37][CH2:38][CH2:39][CH2:40][CH2:41][CH2:42][CH3:43]. The catalyst class is: 80.